Dataset: Forward reaction prediction with 1.9M reactions from USPTO patents (1976-2016). Task: Predict the product of the given reaction. (1) The product is: [F:35][C:2]1([C:15]2[CH:20]=[CH:19][CH:18]=[CH:17][C:16]=2[C:21]([F:24])([F:23])[F:22])[CH2:7][CH2:6][N:5]([C:8]([O:10][C:11]([CH3:14])([CH3:13])[CH3:12])=[O:9])[CH2:4][CH2:3]1. Given the reactants O[C:2]1([C:15]2[CH:20]=[CH:19][CH:18]=[CH:17][C:16]=2[C:21]([F:24])([F:23])[F:22])[CH2:7][CH2:6][N:5]([C:8]([O:10][C:11]([CH3:14])([CH3:13])[CH3:12])=[O:9])[CH2:4][CH2:3]1.COCCN(S(F)(F)[F:35])CCOC, predict the reaction product. (2) Given the reactants [CH3:1][N:2]([CH3:14])[CH2:3][CH:4]([C:9]1[CH:13]=[CH:12][S:11][CH:10]=1)[C:5]([O:7]C)=[O:6].[Li+].[OH-].O.[CH3:18][C:19](O)=[O:20], predict the reaction product. The product is: [NH3:2].[CH3:5][OH:6].[CH3:18][CH2:19][OH:20].[CH3:14][N:2]([CH3:1])[CH2:3][CH:4]([C:9]1[CH:13]=[CH:12][S:11][CH:10]=1)[C:5]([OH:7])=[O:6]. (3) Given the reactants [Cl:1][C:2]1[CH:3]=[CH:4][C:5]([C:28]([F:31])([F:30])[F:29])=[C:6]([CH:27]=1)[CH2:7][N:8]1[CH2:13][CH2:12][NH:11][C:10]2[N:14]=[CH:15][C:16]([C:18]3[CH:26]=[CH:25][C:21]([C:22](O)=[O:23])=[CH:20][CH:19]=3)=[CH:17][C:9]1=2.[NH2:32][CH2:33][CH:34]1[CH2:38][CH2:37][CH2:36][O:35]1, predict the reaction product. The product is: [Cl:1][C:2]1[CH:3]=[CH:4][C:5]([C:28]([F:29])([F:30])[F:31])=[C:6]([CH:27]=1)[CH2:7][N:8]1[CH2:13][CH2:12][NH:11][C:10]2[N:14]=[CH:15][C:16]([C:18]3[CH:26]=[CH:25][C:21]([C:22]([NH:32][CH2:33][CH:34]4[CH2:38][CH2:37][CH2:36][O:35]4)=[O:23])=[CH:20][CH:19]=3)=[CH:17][C:9]1=2. (4) The product is: [CH:37]1[C:38]2[C:25]3([N:24]=[CH:23][CH2:44][O:43][CH2:42]3)[C:26]3[C:31](=[CH:30][CH:29]=[C:28]([OH:41])[CH:27]=3)[O:32][C:33]=2[CH:34]=[CH:35][CH:36]=1. Given the reactants O.O.O.[F-].C([N+](CCCC)(CCCC)CCCC)CCC.N[C:23]1[CH2:44][O:43][CH2:42][C@:25]2([C:38]3[CH:37]=[C:36](Br)[CH:35]=[C:34](F)[C:33]=3[O:32][C:31]3[C:26]2=[CH:27][C:28]([OH:41])=[CH:29][CH:30]=3)[N:24]=1.C[Si](C)(C)C#CC1(C)COC1, predict the reaction product. (5) Given the reactants [Cl:1][C:2]1[CH:24]=[CH:23][C:5]([CH2:6][N:7]2[C:16](=[O:17])[C:15]3[C:10](=[N:11][C:12]4[CH2:21][CH2:20][CH2:19][CH2:18][C:13]=4[N:14]=3)[NH:9][C:8]2=[O:22])=[CH:4][CH:3]=1.C([O-])([O-])=O.[K+].[K+].Br[CH2:32][CH2:33][N:34]1[CH:38]=[CH:37][CH:36]=[CH:35]1, predict the reaction product. The product is: [Cl:1][C:2]1[CH:24]=[CH:23][C:5]([CH2:6][N:7]2[C:16](=[O:17])[C:15]3[C:10](=[N:11][C:12]4[CH2:21][CH2:20][CH2:19][CH2:18][C:13]=4[N:14]=3)[N:9]([CH2:32][CH2:33][N:34]3[CH:38]=[CH:37][CH:36]=[CH:35]3)[C:8]2=[O:22])=[CH:4][CH:3]=1. (6) Given the reactants [Si:1]([O:8][CH2:9][C@@H:10]([N:14](C)[C:15](=O)OC(C)(C)C)[CH2:11][CH:12]=[CH2:13])([C:4]([CH3:7])([CH3:6])[CH3:5])([CH3:3])[CH3:2].N1C(C)=CC=CC=1C.[Si](OS(C(F)(F)F)(=O)=O)(C)(C)C, predict the reaction product. The product is: [Si:1]([O:8][CH2:9][C@@H:10]([NH:14][CH3:15])[CH2:11][CH:12]=[CH2:13])([C:4]([CH3:7])([CH3:6])[CH3:5])([CH3:2])[CH3:3]. (7) Given the reactants [CH3:1][NH:2][C:3](=O)[C:4]1[CH:9]=[CH:8][C:7]([N+:10]([O-:12])=[O:11])=[C:6]([NH:13][CH2:14][CH2:15][CH2:16][CH3:17])[CH:5]=1.B.C1COCC1.Cl, predict the reaction product. The product is: [CH2:14]([NH:13][C:6]1[CH:5]=[C:4]([CH2:3][NH:2][CH3:1])[CH:9]=[CH:8][C:7]=1[N+:10]([O-:12])=[O:11])[CH2:15][CH2:16][CH3:17]. (8) Given the reactants I[C:2]1[N:6]2[CH:7]=[C:8]([C:11]3[CH:16]=[CH:15][C:14]([C:17]([N:19]4[CH2:24][CH2:23][N:22]([CH:25]([CH3:27])[CH3:26])[CH2:21][CH2:20]4)=[O:18])=[CH:13][CH:12]=3)[N:9]=[CH:10][C:5]2=[N:4][CH:3]=1.[C:28]([C:30]1[CH:35]=[CH:34][C:33](B(O)O)=[CH:32][CH:31]=1)#[N:29], predict the reaction product. The product is: [CH:25]([N:22]1[CH2:23][CH2:24][N:19]([C:17]([C:14]2[CH:15]=[CH:16][C:11]([C:8]3[N:9]=[CH:10][C:5]4[N:6]([C:2]([C:33]5[CH:34]=[CH:35][C:30]([C:28]#[N:29])=[CH:31][CH:32]=5)=[CH:3][N:4]=4)[CH:7]=3)=[CH:12][CH:13]=2)=[O:18])[CH2:20][CH2:21]1)([CH3:26])[CH3:27]. (9) Given the reactants [Br:1][C:2]1[CH:11]=[CH:10][C:5]([C:6]([O:8]C)=O)=[C:4]([S:12]([CH3:15])(=[O:14])=[O:13])[CH:3]=1.[H-].[Na+], predict the reaction product. The product is: [Br:1][C:2]1[CH:11]=[CH:10][C:5]2[C:6](=[O:8])[CH2:15][S:12](=[O:14])(=[O:13])[C:4]=2[CH:3]=1. (10) Given the reactants [C:1]([N:4]1[C:13]2[C:8](=[CH:9][C:10](B3OC(C)(C)C(C)(C)O3)=[CH:11][CH:12]=2)[C@H:7]([NH:23][C:24](=[O:29])[O:25][CH:26]([CH3:28])[CH3:27])[CH2:6][C@@H:5]1[CH3:30])(=[O:3])[CH3:2].Cl[C:32]1[CH:37]=[CH:36][CH:35]=[CH:34][N:33]=1.C(=O)([O-])[O-].[K+].[K+], predict the reaction product. The product is: [C:1]([N:4]1[C:13]2[C:8](=[CH:9][C:10]([C:32]3[CH:37]=[CH:36][CH:35]=[CH:34][N:33]=3)=[CH:11][CH:12]=2)[C@H:7]([NH:23][C:24](=[O:29])[O:25][CH:26]([CH3:28])[CH3:27])[CH2:6][C@@H:5]1[CH3:30])(=[O:3])[CH3:2].